This data is from Full USPTO retrosynthesis dataset with 1.9M reactions from patents (1976-2016). The task is: Predict the reactants needed to synthesize the given product. (1) Given the product [CH3:18][C@H:13]1[C:14](=[O:15])[O:4][CH2:3][C:2]([CH3:6])([CH3:5])[NH:1]1, predict the reactants needed to synthesize it. The reactants are: [NH2:1][C:2]([CH3:6])([CH3:5])[CH2:3][OH:4].FC(F)(F)S(O[C@H:13]([CH3:18])[C:14](OC)=[O:15])(=O)=O. (2) Given the product [C:34]([O:38][C:39]([NH:40][CH2:41][CH2:42][O:23][C:22]([C:21]1[N:12]([N:11]([C:9]([O:8][CH2:1][C:2]2[CH:7]=[CH:6][CH:5]=[CH:4][CH:3]=2)=[O:10])[CH3:33])[C:13](=[O:32])[C:14]2[C:19]([C:20]=1[C:25]1[CH:30]=[CH:29][CH:28]=[CH:27][CH:26]=1)=[CH:18][C:17]([Cl:31])=[CH:16][CH:15]=2)=[O:24])=[O:44])([CH3:37])([CH3:36])[CH3:35], predict the reactants needed to synthesize it. The reactants are: [CH2:1]([O:8][C:9]([N:11]([CH3:33])[N:12]1[C:21]([C:22]([OH:24])=[O:23])=[C:20]([C:25]2[CH:30]=[CH:29][CH:28]=[CH:27][CH:26]=2)[C:19]2[C:14](=[CH:15][CH:16]=[C:17]([Cl:31])[CH:18]=2)[C:13]1=[O:32])=[O:10])[C:2]1[CH:7]=[CH:6][CH:5]=[CH:4][CH:3]=1.[C:34]([O:38][C:39](=[O:44])[NH:40][CH2:41][CH2:42]O)([CH3:37])([CH3:36])[CH3:35]. (3) Given the product [F:27][C:28]1[CH:35]=[CH:34][C:31](/[CH:32]=[CH:12]/[C:11]([C:10]2[C:5]([O:4][CH3:3])=[CH:6][C:7]([O:23][CH2:24][O:25][CH3:26])=[C:8]([CH2:18][CH:19]=[C:20]([CH3:21])[CH3:22])[C:9]=2[O:14][CH2:15][O:16][CH3:17])=[O:13])=[CH:30][CH:29]=1, predict the reactants needed to synthesize it. The reactants are: [OH-].[Na+].[CH3:3][O:4][C:5]1[C:10]([C:11](=[O:13])[CH3:12])=[C:9]([O:14][CH2:15][O:16][CH3:17])[C:8]([CH2:18][CH:19]=[C:20]([CH3:22])[CH3:21])=[C:7]([O:23][CH2:24][O:25][CH3:26])[CH:6]=1.[F:27][C:28]1[CH:35]=[CH:34][C:31]([CH:32]=O)=[CH:30][CH:29]=1. (4) Given the product [Cl:27][C:22]1[CH:21]=[C:20]([NH:19][C:5]2[C:4]3[C:9](=[C:10]([C:12]([N:14]([CH3:15])[CH3:16])=[O:13])[CH:11]=[C:2]([NH:1][CH2:34][C:33]4[CH:36]=[CH:37][C:30]([C:28]#[N:29])=[CH:31][CH:32]=4)[CH:3]=3)[N:8]=[CH:7][C:6]=2[C:17]#[N:18])[CH:25]=[CH:24][C:23]=1[F:26], predict the reactants needed to synthesize it. The reactants are: [NH2:1][C:2]1[CH:3]=[C:4]2[C:9](=[C:10]([C:12]([N:14]([CH3:16])[CH3:15])=[O:13])[CH:11]=1)[N:8]=[CH:7][C:6]([C:17]#[N:18])=[C:5]2[NH:19][C:20]1[CH:25]=[CH:24][C:23]([F:26])=[C:22]([Cl:27])[CH:21]=1.[C:28]([C:30]1[CH:37]=[CH:36][C:33]([CH:34]=O)=[CH:32][CH:31]=1)#[N:29].[BH3-]C#N.[Na+]. (5) The reactants are: [F:1][C:2]([F:10])([F:9])[CH:3]([NH:5][CH2:6][CH2:7][OH:8])[CH3:4].C(N(C(C)C)CC)(C)C.[Si:20](Cl)([C:23]([CH3:26])([CH3:25])[CH3:24])([CH3:22])[CH3:21].O. Given the product [Si:20]([O:8][CH2:7][CH2:6][NH:5][CH:3]([CH3:4])[C:2]([F:10])([F:9])[F:1])([C:23]([CH3:26])([CH3:25])[CH3:24])([CH3:22])[CH3:21], predict the reactants needed to synthesize it.